From a dataset of Cav3 T-type calcium channel HTS with 100,875 compounds. Binary Classification. Given a drug SMILES string, predict its activity (active/inactive) in a high-throughput screening assay against a specified biological target. (1) The molecule is O1C(C(=O)N(CC(=O)NCCCN2C(CCCC2)CC)c2c1cccc2)CC. The result is 0 (inactive). (2) The compound is s1c(N(c2ccc(O)cc2)C)nc(c2sc(nc2C)N)c1. The result is 0 (inactive). (3) The drug is O(C1C(C(O)C(C(O)C(C)C=CC=C(C(=O)NC2=C3NC4(N=C3c3c(C2=O)c(O)c(c2OC(OC=CC(OC)C1C)(C(=O)c32)C)C)CCN(CC4)CC(C)C)C)C)C)C(=O)C. The result is 0 (inactive). (4) The molecule is Clc1c(=O)n(ncc1Nc1ccc(cc1)C(C)C)C12CC3(CC(C1)CC(C3)C2)CC(O)=O. The result is 0 (inactive). (5) The compound is S(=O)(=O)(NCC(=O)N1CC(CCC1)C)c1cc2sc(nc2cc1)C. The result is 0 (inactive). (6) The drug is O(Cc1nc2c([n+]([O-])c1C(=O)C)cccc2)C(=O)c1ccncc1. The result is 0 (inactive). (7) The compound is o1c(C(=O)Nc2ccc(Nc3ccccc3)cc2)ccc1. The result is 0 (inactive). (8) The compound is Brc1ccc(S(=O)(=O)Nc2c(SCC(=O)Nc3c(scc3)C(OC)=O)cccc2)cc1. The result is 0 (inactive). (9) The drug is s1c(c(n(CC)c1=S)N)C(=O)NCc1occc1. The result is 0 (inactive). (10) The drug is O(c1cc(cc(c1)C)C)c1c(cccc1)/C=C\C(O)=O. The result is 0 (inactive).